Dataset: Forward reaction prediction with 1.9M reactions from USPTO patents (1976-2016). Task: Predict the product of the given reaction. (1) Given the reactants [CH3:1][CH:2]1[CH2:7][C:6]([C:8]2[CH:13]=[CH:12][N:11]=[CH:10][C:9]=2[N+:14]([O-:16])=[O:15])=[CH:5]C=C1.C1C(=O)N([Br:24])C(=O)C1.C([O:28][CH2:29][CH3:30])(=O)C, predict the reaction product. The product is: [Br:24][CH:30]1[CH:29]([OH:28])[CH:5]=[C:6]([C:8]2[CH:13]=[CH:12][N:11]=[CH:10][C:9]=2[N+:14]([O-:16])=[O:15])[CH2:7][CH:2]1[CH3:1]. (2) The product is: [CH3:16][O:15][C:13]1[CH:12]=[C:11]([NH:17][CH2:18][C:19]2[C:20]([NH2:27])=[N:21][C:22]([S:25][CH3:26])=[N:23][CH:24]=2)[CH:10]=[C:9]([O:8][CH3:7])[CH:14]=1. Given the reactants [H-].[Al+3].[Li+].[H-].[H-].[H-].[CH3:7][O:8][C:9]1[CH:10]=[C:11]([N:17]=[CH:18][C:19]2[C:20]([NH2:27])=[N:21][C:22]([S:25][CH3:26])=[N:23][CH:24]=2)[CH:12]=[C:13]([O:15][CH3:16])[CH:14]=1, predict the reaction product. (3) Given the reactants C([O:8][C:9](=[O:25])[C:10]1[C:15]([Cl:16])=[CH:14][CH:13]=[C:12]([NH:17][S:18]([CH2:21][CH2:22][CH3:23])(=[O:20])=[O:19])[C:11]=1[F:24])C1C=CC=CC=1.[OH-].[K+].O.Cl, predict the reaction product. The product is: [Cl:16][C:15]1[C:10]([C:9]([OH:25])=[O:8])=[C:11]([F:24])[C:12]([NH:17][S:18]([CH2:21][CH2:22][CH3:23])(=[O:19])=[O:20])=[CH:13][CH:14]=1. (4) The product is: [Cl:1][C:2]1[CH:3]=[CH:4][C:5]([O:6][CH:7]([CH:9]2[CH2:10][NH:11][CH2:12]2)[CH3:8])=[CH:20][CH:21]=1. Given the reactants [Cl:1][C:2]1[CH:21]=[CH:20][C:5]([O:6][CH:7]([CH:9]2[CH2:12][N:11](C(OC(C)(C)C)=O)[CH2:10]2)[CH3:8])=[CH:4][CH:3]=1.C(O)(C(F)(F)F)=O, predict the reaction product. (5) Given the reactants [CH3:1][O:2][C:3]1[CH:8]=[C:7]([CH3:9])[C:6]([S:10]([N:13]([CH2:15][C:16]2[N:20]=[C:19]([C:21]([OH:23])=O)[S:18][N:17]=2)[CH3:14])(=[O:12])=[O:11])=[C:5]([CH3:24])[CH:4]=1.CC[N:27]=[C:28]=[N:29][CH2:30][CH2:31]CN(C)C.[CH:36]1[CH:37]=[CH:38][C:39]2N(O)N=N[C:40]=2[CH:41]=1.[CH3:46][CH2:47][N:48](C(C)C)C(C)C, predict the reaction product. The product is: [NH:29]1[CH2:30][CH2:31][N:27]=[C:28]1[C:36]1[CH:37]=[CH:38][C:39]([CH2:46][CH2:47][NH:48][C:21]([C:19]2[S:18][N:17]=[C:16]([CH2:15][N:13]([S:10]([C:6]3[C:7]([CH3:9])=[CH:8][C:3]([O:2][CH3:1])=[CH:4][C:5]=3[CH3:24])(=[O:11])=[O:12])[CH3:14])[N:20]=2)=[O:23])=[CH:40][CH:41]=1.